This data is from Full USPTO retrosynthesis dataset with 1.9M reactions from patents (1976-2016). The task is: Predict the reactants needed to synthesize the given product. (1) The reactants are: [Br:1][C:2]1[CH:7]=[CH:6][C:5]([S:8]([CH2:11][CH2:12]Cl)(=[O:10])=[O:9])=[CH:4][CH:3]=1.[NH:14]1[CH2:19][CH2:18][O:17][CH2:16][CH2:15]1.CCOC(C)=O. Given the product [Br:1][C:2]1[CH:7]=[CH:6][C:5]([S:8]([CH2:11][CH2:12][N:14]2[CH2:19][CH2:18][O:17][CH2:16][CH2:15]2)(=[O:10])=[O:9])=[CH:4][CH:3]=1, predict the reactants needed to synthesize it. (2) Given the product [F:18][C:17]1[C:16]([O:19][CH3:20])=[CH:15][C:14]([O:21][CH3:22])=[C:13]([F:23])[C:12]=1[N:7]1[CH2:8][C:9]2[CH:10]=[N:11][C:2]([C:33]3[CH:38]=[CH:37][CH:36]=[CH:35][CH:34]=3)=[CH:3][C:4]=2[N:5]([CH2:25][CH3:26])[C:6]1=[O:24], predict the reactants needed to synthesize it. The reactants are: Cl[C:2]1[N:11]=[CH:10][C:9]2[CH2:8][N:7]([C:12]3[C:17]([F:18])=[C:16]([O:19][CH3:20])[CH:15]=[C:14]([O:21][CH3:22])[C:13]=3[F:23])[C:6](=[O:24])[N:5]([CH2:25][CH3:26])[C:4]=2[CH:3]=1.C(=O)([O-])[O-].[Na+].[Na+].[C:33]1(B(O)O)[CH:38]=[CH:37][CH:36]=[CH:35][CH:34]=1. (3) Given the product [Br:1][C:2]1[C:3]([CH2:8][CH:36]2[C:22]3[C:17](=[CH:18][CH:19]=[CH:20][CH:21]=3)[C:16]3([C:34]4[C:25](=[CH:26][C:27]5[O:32][CH2:31][CH2:30][O:29][C:28]=5[CH:33]=4)[O:24][CH2:23]3)[C:15]2=[O:35])=[N:4][CH:5]=[CH:6][CH:7]=1, predict the reactants needed to synthesize it. The reactants are: [Br:1][C:2]1[C:3]([CH2:8]O)=[N:4][CH:5]=[CH:6][CH:7]=1.S(Cl)(Cl)=O.N1[C:22]2[C:17](=[CH:18][CH:19]=[CH:20][CH:21]=2)[C:16]2([C:34]3[C:25](=[CH:26][C:27]4[O:32][CH2:31][CH2:30][O:29][C:28]=4[CH:33]=3)[O:24][CH2:23]2)[C:15]1=[O:35].[C:36](=O)([O-])[O-].[Cs+].[Cs+].[I-].[K+]. (4) Given the product [F:13][C:14]([F:22])([C:18]([OH:21])([CH3:20])[CH3:19])[C:15]([O:17][CH3:2])=[O:16], predict the reactants needed to synthesize it. The reactants are: O.[C:2]1(C)C=CC(S(O)(=O)=O)=CC=1.[F:13][C:14]([F:22])([C:18]([OH:21])([CH3:20])[CH3:19])[C:15]([OH:17])=[O:16].C(=O)([O-])O.[Na+]. (5) Given the product [CH:10]1([N:14]2[CH2:19][CH2:18][CH:17]([O:20][C:21]3[CH:26]=[CH:25][C:24]([N:27]4[CH2:32][CH2:31][N:30]([C:7]([N:1]5[CH2:6][CH2:5][O:4][CH2:3][CH2:2]5)=[O:8])[CH2:29][CH2:28]4)=[CH:23][CH:22]=3)[CH2:16][CH2:15]2)[CH2:13][CH2:12][CH2:11]1, predict the reactants needed to synthesize it. The reactants are: [N:1]1([C:7](Cl)=[O:8])[CH2:6][CH2:5][O:4][CH2:3][CH2:2]1.[CH:10]1([N:14]2[CH2:19][CH2:18][CH:17]([O:20][C:21]3[CH:26]=[CH:25][C:24]([N:27]4[CH2:32][CH2:31][NH:30][CH2:29][CH2:28]4)=[CH:23][CH:22]=3)[CH2:16][CH2:15]2)[CH2:13][CH2:12][CH2:11]1.C(NCC)C. (6) Given the product [N:23]1[CH:24]=[CH:25][C:20]([CH2:19][NH:18][C:16](/[C:15](=[CH:7]/[CH:6]=[CH:5]/[C:4]2[CH:9]=[CH:10][C:11]([OH:12])=[C:2]([OH:1])[CH:3]=2)/[C:13]#[N:14])=[O:17])=[CH:21][CH:22]=1, predict the reactants needed to synthesize it. The reactants are: [OH:1][C:2]1[CH:3]=[C:4]([CH:9]=[CH:10][C:11]=1[OH:12])[CH:5]=[CH:6][CH:7]=O.[C:13]([CH2:15][C:16]([NH:18][CH2:19][C:20]1[CH:25]=[CH:24][N:23]=[CH:22][CH:21]=1)=[O:17])#[N:14].